From a dataset of NCI-60 drug combinations with 297,098 pairs across 59 cell lines. Regression. Given two drug SMILES strings and cell line genomic features, predict the synergy score measuring deviation from expected non-interaction effect. (1) Drug 1: C1=C(C(=O)NC(=O)N1)N(CCCl)CCCl. Drug 2: CC1C(C(CC(O1)OC2CC(CC3=C2C(=C4C(=C3O)C(=O)C5=C(C4=O)C(=CC=C5)OC)O)(C(=O)CO)O)N)O.Cl. Cell line: UACC-257. Synergy scores: CSS=60.0, Synergy_ZIP=2.25, Synergy_Bliss=2.46, Synergy_Loewe=4.11, Synergy_HSA=6.87. (2) Drug 1: CC12CCC(CC1=CCC3C2CCC4(C3CC=C4C5=CN=CC=C5)C)O. Drug 2: CC1CCCC2(C(O2)CC(NC(=O)CC(C(C(=O)C(C1O)C)(C)C)O)C(=CC3=CSC(=N3)C)C)C. Cell line: HOP-62. Synergy scores: CSS=6.67, Synergy_ZIP=-0.896, Synergy_Bliss=0.585, Synergy_Loewe=-2.43, Synergy_HSA=-0.994. (3) Drug 1: CC(C1=C(C=CC(=C1Cl)F)Cl)OC2=C(N=CC(=C2)C3=CN(N=C3)C4CCNCC4)N. Drug 2: C1CN(P(=O)(OC1)NCCCl)CCCl. Cell line: SK-OV-3. Synergy scores: CSS=9.36, Synergy_ZIP=0.0773, Synergy_Bliss=5.84, Synergy_Loewe=1.09, Synergy_HSA=4.48. (4) Drug 1: CC(C1=C(C=CC(=C1Cl)F)Cl)OC2=C(N=CC(=C2)C3=CN(N=C3)C4CCNCC4)N. Drug 2: C1=C(C(=O)NC(=O)N1)F. Cell line: SF-268. Synergy scores: CSS=30.1, Synergy_ZIP=5.53, Synergy_Bliss=9.74, Synergy_Loewe=8.18, Synergy_HSA=8.38. (5) Drug 1: C1=NC2=C(N=C(N=C2N1C3C(C(C(O3)CO)O)O)F)N. Drug 2: C1=CC=C(C=C1)NC(=O)CCCCCCC(=O)NO. Cell line: MDA-MB-435. Synergy scores: CSS=10.3, Synergy_ZIP=-3.23, Synergy_Bliss=1.31, Synergy_Loewe=-5.34, Synergy_HSA=-2.13. (6) Drug 1: CC12CCC3C(C1CCC2=O)CC(=C)C4=CC(=O)C=CC34C. Drug 2: CCC(=C(C1=CC=CC=C1)C2=CC=C(C=C2)OCCN(C)C)C3=CC=CC=C3.C(C(=O)O)C(CC(=O)O)(C(=O)O)O. Cell line: COLO 205. Synergy scores: CSS=42.2, Synergy_ZIP=5.02, Synergy_Bliss=6.86, Synergy_Loewe=0.0363, Synergy_HSA=0.891. (7) Drug 1: CN(C)C1=NC(=NC(=N1)N(C)C)N(C)C. Drug 2: COCCOC1=C(C=C2C(=C1)C(=NC=N2)NC3=CC=CC(=C3)C#C)OCCOC.Cl. Cell line: COLO 205. Synergy scores: CSS=-14.9, Synergy_ZIP=2.49, Synergy_Bliss=-8.57, Synergy_Loewe=-16.9, Synergy_HSA=-15.4. (8) Drug 2: CC(C)CN1C=NC2=C1C3=CC=CC=C3N=C2N. Cell line: DU-145. Drug 1: CN(CC1=CN=C2C(=N1)C(=NC(=N2)N)N)C3=CC=C(C=C3)C(=O)NC(CCC(=O)O)C(=O)O. Synergy scores: CSS=23.9, Synergy_ZIP=-0.612, Synergy_Bliss=-3.10, Synergy_Loewe=-16.1, Synergy_HSA=-3.15.